Predict the reaction yield, written as a fraction of the theoretical maximum amount of product (1.0 means a 100% yield; for example, 0.34 means a 34% yield). From a dataset of Reaction yield outcomes from USPTO patents with 853,638 reactions. (1) The catalyst is CN1C(=O)CCC1.C(OCC)(=O)C. The yield is 0.130. The reactants are Br[C:2]1[N:3]=[CH:4][C:5]([NH:8][C:9]([NH:11][C:12]2[CH:17]=[C:16]([CH3:18])[CH:15]=[CH:14][C:13]=2[O:19][CH3:20])=[O:10])=[N:6][CH:7]=1.[CH3:21][O-:22].[Na+]. The product is [CH3:20][O:19][C:13]1[CH:14]=[CH:15][C:16]([CH3:18])=[CH:17][C:12]=1[NH:11][C:9]([NH:8][C:5]1[CH:4]=[N:3][C:2]([O:22][CH3:21])=[CH:7][N:6]=1)=[O:10]. (2) The reactants are Cl[C:2]1[CH:3]=[CH:4][C:5](=[O:9])[N:6]([CH3:8])[N:7]=1.[NH:10]1[CH2:15][CH2:14][CH:13]([OH:16])[CH2:12][CH2:11]1. The catalyst is CCN(C(C)C)C(C)C.O. The product is [OH:16][CH:13]1[CH2:14][CH2:15][N:10]([C:2]2[CH:3]=[CH:4][C:5](=[O:9])[N:6]([CH3:8])[N:7]=2)[CH2:11][CH2:12]1. The yield is 0.830.